This data is from Forward reaction prediction with 1.9M reactions from USPTO patents (1976-2016). The task is: Predict the product of the given reaction. (1) Given the reactants [C:1]([C:4]1[C:5](=[O:16])[O:6][C:7]2[C:12]([CH:13]=1)=[C:11]([F:14])[CH:10]=[C:9]([F:15])[CH:8]=2)(=[O:3])[CH3:2].[Br-:17].[Br-].[Br-].C([N+](CCCC)(CCCC)CCCC)CCC.C([N+](CCCC)(CCCC)CCCC)CCC.C([N+](CCCC)(CCCC)CCCC)CCC, predict the reaction product. The product is: [Br:17][CH2:2][C:1]([C:4]1[C:5](=[O:16])[O:6][C:7]2[C:12]([CH:13]=1)=[C:11]([F:14])[CH:10]=[C:9]([F:15])[CH:8]=2)=[O:3]. (2) Given the reactants FC(F)(F)C(O)=O.[CH3:8][C:9]1[CH:14]=[CH:13][CH:12]=[C:11]([CH3:15])[C:10]=1[O:16][C:17]1[N:22]=[CH:21][C:20]([NH:23][C:24](=[O:36])[C:25]([NH:28]C(=O)OC(C)(C)C)([CH3:27])[CH3:26])=[CH:19][CH:18]=1, predict the reaction product. The product is: [CH3:15][C:11]1[CH:12]=[CH:13][CH:14]=[C:9]([CH3:8])[C:10]=1[O:16][C:17]1[N:22]=[CH:21][C:20]([NH:23][C:24](=[O:36])[C:25]([CH3:26])([CH3:27])[NH2:28])=[CH:19][CH:18]=1. (3) Given the reactants Cl.[NH:2]1[CH2:5][CH:4]([C:6]([OH:8])=[O:7])[CH2:3]1.[OH-].[Na+].[I:11][C:12]1[CH:17]=[CH:16][C:15]([S:18](Cl)(=[O:20])=[O:19])=[CH:14][CH:13]=1.Cl, predict the reaction product. The product is: [I:11][C:12]1[CH:17]=[CH:16][C:15]([S:18]([N:2]2[CH2:5][CH:4]([C:6]([OH:8])=[O:7])[CH2:3]2)(=[O:20])=[O:19])=[CH:14][CH:13]=1. (4) Given the reactants O=C1[C:14]2[C:13]3[C:8](=[CH:9]C=C[CH:12]=3)[N:7]([CH2:15][C:16]3[CH:25]=[CH:24][C:19]([C:20]([O:22][CH3:23])=[O:21])=[CH:18][CH:17]=3)[C:6]=2CCC1.Cl.[CH3:27]NC.[CH2:30]=[O:31].[C:32]1([CH3:38])[CH:37]=[CH:36][CH:35]=[CH:34][CH:33]=1, predict the reaction product. The product is: [CH3:27][C:13]1([CH3:12])[C:8](=[CH2:9])[C:30](=[O:31])[C:38]2[C:32]3[C:37](=[CH:36][CH:35]=[CH:34][CH:33]=3)[N:7]([CH2:15][C:16]3[CH:17]=[CH:18][C:19]([C:20]([O:22][CH3:23])=[O:21])=[CH:24][CH:25]=3)[C:6]=2[CH2:14]1.